This data is from Catalyst prediction with 721,799 reactions and 888 catalyst types from USPTO. The task is: Predict which catalyst facilitates the given reaction. (1) The catalyst class is: 111. Product: [O:1]=[C:2]1[C:7]2=[CH:8][N:9]([C:11]3[CH:12]=[N:13][CH:14]=[CH:15][CH:16]=3)[N:10]=[C:6]2[CH2:5][CH2:4][N:3]1[CH2:17][C:18]([OH:20])=[O:19]. Reactant: [O:1]=[C:2]1[C:7]2=[CH:8][N:9]([C:11]3[CH:12]=[N:13][CH:14]=[CH:15][CH:16]=3)[N:10]=[C:6]2[CH2:5][CH2:4][N:3]1[CH2:17][C:18]([O:20]CC)=[O:19].[OH-].[Na+].Cl. (2) Reactant: [O:1]1[C:5]2[CH:6]=[CH:7][C:8]([C:10]3[CH:15]=[CH:14][C:13]([N:16]4[C:20]([CH2:21][C@@H:22]5[CH2:26][CH2:25][N:24]([C:27]([CH:29]6[CH2:31][CH2:30]6)=[O:28])[CH2:23]5)=[N:19][NH:18][C:17]4=[O:32])=[CH:12][CH:11]=3)=[CH:9][C:4]=2[CH:3]=[CH:2]1.C(=O)([O-])[O-].[K+].[K+].Cl[CH2:40][CH2:41][N:42]1[C:46](=[O:47])[C:45]2=[CH:48][CH:49]=[CH:50][CH:51]=[C:44]2[C:43]1=[O:52]. Product: [O:1]1[C:5]2[CH:6]=[CH:7][C:8]([C:10]3[CH:11]=[CH:12][C:13]([N:16]4[C:17](=[O:32])[N:18]([CH2:40][CH2:41][N:42]5[C:43](=[O:52])[C:44]6[C:45](=[CH:48][CH:49]=[CH:50][CH:51]=6)[C:46]5=[O:47])[N:19]=[C:20]4[CH2:21][C@@H:22]4[CH2:26][CH2:25][N:24]([C:27]([CH:29]5[CH2:30][CH2:31]5)=[O:28])[CH2:23]4)=[CH:14][CH:15]=3)=[CH:9][C:4]=2[CH:3]=[CH:2]1. The catalyst class is: 9.